This data is from Full USPTO retrosynthesis dataset with 1.9M reactions from patents (1976-2016). The task is: Predict the reactants needed to synthesize the given product. (1) Given the product [CH3:15][C:16]([CH3:19])([CH3:18])[CH2:17][N:1]1[C:9]2[C:4](=[CH:5][CH:6]=[CH:7][CH:8]=2)[C:3]([C:10]([OH:12])=[O:11])=[CH:2]1, predict the reactants needed to synthesize it. The reactants are: [NH:1]1[C:9]2[C:4](=[CH:5][CH:6]=[CH:7][CH:8]=2)[C:3]([C:10]([OH:12])=[O:11])=[CH:2]1.[H-].[Na+].[CH2:15](I)[C:16]([CH3:19])([CH3:18])[CH3:17].O. (2) The reactants are: [CH3:1][C:2]1[N:7]=[C:6]([C:8]2[N:13]=[CH:12][C:11]3[CH:14]=[N:15][N:16]([C:17]4[N:22]=[C:21]([C:23]5[CH2:24][CH2:25][N:26]([C:29]([O:31][C:32]([CH3:35])([CH3:34])[CH3:33])=[O:30])[CH2:27][CH:28]=5)[CH:20]=[CH:19][CH:18]=4)[C:10]=3[CH:9]=2)[CH:5]=[N:4][CH:3]=1. Given the product [CH3:1][C:2]1[N:7]=[C:6]([C:8]2[N:13]=[CH:12][C:11]3[CH:14]=[N:15][N:16]([C:17]4[N:22]=[C:21]([CH:23]5[CH2:28][CH2:27][N:26]([C:29]([O:31][C:32]([CH3:35])([CH3:34])[CH3:33])=[O:30])[CH2:25][CH2:24]5)[CH:20]=[CH:19][CH:18]=4)[C:10]=3[CH:9]=2)[CH:5]=[N:4][CH:3]=1, predict the reactants needed to synthesize it. (3) Given the product [I:1][C:2]1[CH:11]=[CH:10][C:5]([C:6]2[O:7][C:12]([CH3:13])=[N:9][N:8]=2)=[CH:4][CH:3]=1, predict the reactants needed to synthesize it. The reactants are: [I:1][C:2]1[CH:11]=[CH:10][C:5]([C:6]([NH:8][NH2:9])=[O:7])=[CH:4][CH:3]=1.[C:12](OCC)(OCC)(OCC)[CH3:13].